This data is from Reaction yield outcomes from USPTO patents with 853,638 reactions. The task is: Predict the reaction yield, written as a fraction of the theoretical maximum amount of product (1.0 means a 100% yield; for example, 0.34 means a 34% yield). (1) The reactants are Cl[CH2:2][CH2:3][CH2:4][S:5]([N:8]1[CH2:13][CH2:12][CH:11]([C:14]2[C:22]3[C:17](=[C:18]([C:29]([NH2:31])=[O:30])[CH:19]=[C:20]([C:23]4[CH:28]=[CH:27][CH:26]=[CH:25][CH:24]=4)[CH:21]=3)[NH:16][N:15]=2)[CH2:10][CH2:9]1)(=[O:7])=[O:6].C([O-])([O-])=O.[K+].[K+].[OH:38][CH:39]1[CH2:44][CH2:43][CH:42]([NH2:45])[CH2:41][CH2:40]1.[I-].[Na+]. The catalyst is CN(C=O)C. The product is [OH:38][CH:39]1[CH2:44][CH2:43][CH:42]([NH:45][CH2:2][CH2:3][CH2:4][S:5]([N:8]2[CH2:13][CH2:12][CH:11]([C:14]3[C:22]4[C:17](=[C:18]([C:29]([NH2:31])=[O:30])[CH:19]=[C:20]([C:23]5[CH:28]=[CH:27][CH:26]=[CH:25][CH:24]=5)[CH:21]=4)[NH:16][N:15]=3)[CH2:10][CH2:9]2)(=[O:7])=[O:6])[CH2:41][CH2:40]1. The yield is 0.550. (2) The reactants are I[C:2]1[CH:22]=[C:21]([CH3:23])[C:20]([CH3:24])=[CH:19][C:3]=1[O:4][C:5]1[C:14]2[C:9](=[CH:10][C:11]([O:17][CH3:18])=[C:12]([O:15][CH3:16])[CH:13]=2)[N:8]=[CH:7][CH:6]=1.[N:25]1[CH:30]=[CH:29][CH:28]=[C:27](B(O)O)[CH:26]=1.C(=O)([O-])[O-].[K+].[K+].O. The catalyst is CN(C)C=O. The product is [CH3:23][C:21]1[C:20]([CH3:24])=[CH:19][C:3]([O:4][C:5]2[C:14]3[C:9](=[CH:10][C:11]([O:17][CH3:18])=[C:12]([O:15][CH3:16])[CH:13]=3)[N:8]=[CH:7][CH:6]=2)=[C:2]([C:27]2[CH:26]=[N:25][CH:30]=[CH:29][CH:28]=2)[CH:22]=1. The yield is 0.250. (3) The reactants are [C:1]([O:5][C:6]([N:8]1[CH2:13][CH2:12][N:11]([C:14]2[CH:19]=[CH:18][CH:17]=[C:16]([NH2:20])[C:15]=2[OH:21])[CH2:10][CH2:9]1)=[O:7])([CH3:4])([CH3:3])[CH3:2].[Cl:22][CH2:23][S:24](Cl)(=[O:26])=[O:25].N1C=CC=CC=1. The catalyst is C1COCC1.CCOCC. The product is [C:1]([O:5][C:6]([N:8]1[CH2:13][CH2:12][N:11]([C:14]2[CH:19]=[CH:18][CH:17]=[C:16]([NH:20][S:24]([CH2:23][Cl:22])(=[O:26])=[O:25])[C:15]=2[OH:21])[CH2:10][CH2:9]1)=[O:7])([CH3:4])([CH3:2])[CH3:3]. The yield is 0.450. (4) The reactants are Br[C:2]1[C:3]([F:13])=[C:4]([CH:10]=[CH:11][CH:12]=1)[C:5]([O:7][CH2:8][CH3:9])=[O:6].[CH3:14][O:15][C:16]1[CH:21]=[CH:20][C:19]([CH2:22][SH:23])=[CH:18][CH:17]=1.C(N(C(C)C)CC)(C)C. The catalyst is O1CCOCC1.CCCCCC.C1C=CC(/C=C/C(/C=C/C2C=CC=CC=2)=O)=CC=1.C1C=CC(/C=C/C(/C=C/C2C=CC=CC=2)=O)=CC=1.C1C=CC(/C=C/C(/C=C/C2C=CC=CC=2)=O)=CC=1.[Pd].[Pd].CC1(C)C2C(=C(P(C3C=CC=CC=3)C3C=CC=CC=3)C=CC=2)OC2C(P(C3C=CC=CC=3)C3C=CC=CC=3)=CC=CC1=2. The product is [F:13][C:3]1[C:2]([S:23][CH2:22][C:19]2[CH:20]=[CH:21][C:16]([O:15][CH3:14])=[CH:17][CH:18]=2)=[CH:12][CH:11]=[CH:10][C:4]=1[C:5]([O:7][CH2:8][CH3:9])=[O:6]. The yield is 0.880. (5) The catalyst is O1CCCC1. The reactants are [Br:1][C:2]1[CH:3]=[C:4]([C:15]([NH:17][CH2:18][C:19]2[C:20]([CH3:36])=[CH:21][C:22]([CH2:27][NH:28]C(=O)OC(C)(C)C)=[N:23][C:24]=2[O:25]C)=[O:16])[C:5]2[C:6]([CH3:14])=[CH:7][N:8]([CH:11]([CH3:13])[CH3:12])[C:9]=2[CH:10]=1.Cl. The product is [NH2:28][CH2:27][C:22]1[NH:23][C:24](=[O:25])[C:19]([CH2:18][NH:17][C:15]([C:4]2[C:5]3[C:6]([CH3:14])=[CH:7][N:8]([CH:11]([CH3:12])[CH3:13])[C:9]=3[CH:10]=[C:2]([Br:1])[CH:3]=2)=[O:16])=[C:20]([CH3:36])[CH:21]=1. The yield is 0.820.